Dataset: Forward reaction prediction with 1.9M reactions from USPTO patents (1976-2016). Task: Predict the product of the given reaction. (1) Given the reactants ClC1C=C(C=CC=1)C(OO)=[O:6].[CH3:12][C:13]1([CH3:40])[O:17][N:16]=[C:15]([S:18][CH:19]([C:24]2[C:25]([C:36]([F:39])([F:38])[F:37])=[N:26][N:27]([CH3:35])[C:28]=2[O:29][CH2:30][C:31]([F:34])([F:33])[F:32])[C:20]([F:23])([F:22])[F:21])[CH2:14]1, predict the reaction product. The product is: [CH3:12][C:13]1([CH3:40])[O:17][N:16]=[C:15]([S:18]([CH:19]([C:24]2[C:25]([C:36]([F:39])([F:37])[F:38])=[N:26][N:27]([CH3:35])[C:28]=2[O:29][CH2:30][C:31]([F:32])([F:33])[F:34])[C:20]([F:23])([F:22])[F:21])=[O:6])[CH2:14]1. (2) Given the reactants [F:1][C:2]([F:16])([F:15])[C:3]1[CH:8]=[CH:7][CH:6]=[CH:5][C:4]=1[N:9]1[CH2:14][CH2:13][NH:12][CH2:11][CH2:10]1.Br[CH2:18][CH2:19][CH2:20][N:21]1[C:25](=[O:26])[C:24]2=[CH:27][CH:28]=[CH:29][CH:30]=[C:23]2[C:22]1=[O:31].C(N(CC)CC)C, predict the reaction product. The product is: [F:16][C:2]([F:15])([F:1])[C:3]1[CH:8]=[CH:7][CH:6]=[CH:5][C:4]=1[N:9]1[CH2:14][CH2:13][N:12]([CH2:18][CH2:19][CH2:20][N:21]2[C:25](=[O:26])[C:24]3[C:23](=[CH:30][CH:29]=[CH:28][CH:27]=3)[C:22]2=[O:31])[CH2:11][CH2:10]1. (3) Given the reactants C(N(C(C)C)CC)(C)C.[CH3:10][C:11]1[NH:15][N:14]=[C:13]([NH:16][C:17]2[CH:22]=[C:21]([N:23]3[CH2:28][CH2:27][CH:26]([N:29]4[CH2:33][CH2:32][CH2:31][CH2:30]4)[CH2:25][CH2:24]3)[N:20]=[C:19]([CH:34]=[CH:35][C:36]3[CH:41]=[CH:40][CH:39]=[CH:38][CH:37]=3)[N:18]=2)[CH:12]=1.N1(C2CCNCC2)CCCC1, predict the reaction product. The product is: [CH3:10][C:11]1[NH:15][N:14]=[C:13]([NH:16][C:17]2[CH:22]=[C:21]([N:23]3[CH2:28][CH2:27][CH:26]([N:29]4[CH2:33][CH2:32][CH2:31][CH2:30]4)[CH2:25][CH2:24]3)[N:20]=[C:19](/[CH:34]=[CH:35]/[C:36]3[CH:37]=[CH:38][CH:39]=[CH:40][CH:41]=3)[N:18]=2)[CH:12]=1. (4) Given the reactants [Cl:1][C:2]1[CH:3]=[C:4]([C:9]23[CH2:14][CH:13]2[CH2:12][C:11](=O)[CH2:10]3)[CH:5]=[CH:6][C:7]=1[Cl:8].[CH3:16][NH:17][CH3:18].[BH3-][C:20]#N.[Na+].[ClH:23].[CH3:24][OH:25], predict the reaction product. The product is: [ClH:1].[CH3:16][N:17]([CH3:18])[CH:11]1[CH2:12][CH:13]2[C:9]([C:4]3[CH:5]=[CH:6][C:7]([Cl:8])=[C:2]([Cl:1])[CH:3]=3)([CH2:14]2)[CH2:10]1.[ClH:23].[CH2:24]([O:25][CH2:2][CH3:7])[CH3:20]. (5) Given the reactants Br[C:2]1[CH:11]=[C:10]2[C:5]([CH2:6][N:7]([CH2:13][C:14]3[C:19]([O:20][CH3:21])=[CH:18][CH:17]=[CH:16][C:15]=3[O:22][CH3:23])[C:8]([NH2:12])=[N:9]2)=[CH:4][CH:3]=1.[C:24]1([O:30]B(O)O)[CH:29]=[CH:28][CH:27]=[CH:26][CH:25]=1.C(=O)([O-])[O-].[K+].[K+], predict the reaction product. The product is: [C:19]([O-:20])(=[O:30])[CH3:14].[CH3:23][O:22][C:15]1[CH:16]=[CH:17][CH:18]=[C:19]([O:20][CH3:21])[C:14]=1[CH2:13][N:7]1[CH2:6][C:5]2[C:10](=[CH:11][C:2]([C:24]3[CH:29]=[CH:28][CH:27]=[CH:26][CH:25]=3)=[CH:3][CH:4]=2)[N:9]=[C:8]1[NH3+:12]. (6) Given the reactants [CH:1]1([N:7]([CH:18]2[CH2:23][CH2:22][CH2:21][CH2:20][CH2:19]2)[C:8]([NH:10][C:11]2[S:12][C:13]([CH:16]=O)=[CH:14][N:15]=2)=[O:9])[CH2:6][CH2:5][CH2:4][CH2:3][CH2:2]1.Cl.[NH:25]1[CH2:29][CH2:28][CH:27]([NH:30][S:31]([CH2:34][CH3:35])(=[O:33])=[O:32])[CH2:26]1.C(O[BH-](OC(=O)C)OC(=O)C)(=O)C.[Na+], predict the reaction product. The product is: [CH:1]1([N:7]([CH:18]2[CH2:23][CH2:22][CH2:21][CH2:20][CH2:19]2)[C:8](=[O:9])[NH:10][C:11]2[S:12][C:13]([CH2:16][N:25]3[CH2:29][CH2:28][CH:27]([NH:30][S:31]([CH2:34][CH3:35])(=[O:33])=[O:32])[CH2:26]3)=[CH:14][N:15]=2)[CH2:6][CH2:5][CH2:4][CH2:3][CH2:2]1. (7) Given the reactants [Cl:1][C:2]([N:4]1[C@H:9]([CH3:10])[CH2:8][N:7](C(OC(C)(C)C)=O)[CH2:6][C@@H:5]1[CH3:18])=[O:3].[CH2:19]([O:26][C:27]1[CH:28]=[C:29]([CH:32]=[CH:33][CH:34]=1)[CH2:30][OH:31])[C:20]1[CH:25]=[CH:24][CH:23]=[CH:22][CH:21]=1, predict the reaction product. The product is: [ClH:1].[CH3:18][C@H:5]1[CH2:6][NH:7][CH2:8][C@@H:9]([CH3:10])[N:4]1[C:2]([O:31][CH2:30][C:29]1[CH:32]=[CH:33][CH:34]=[C:27]([O:26][CH2:19][C:20]2[CH:21]=[CH:22][CH:23]=[CH:24][CH:25]=2)[CH:28]=1)=[O:3]. (8) Given the reactants [Cl:1][C:2]1[C:7]([S:8]([CH3:11])(=[O:10])=[O:9])=[CH:6][C:5]([C:12]2[N:13]([C:33](Cl)=[O:34])[C@@:14]([C:26]3[CH:31]=[CH:30][C:29]([Cl:32])=[CH:28][CH:27]=3)([CH3:25])[C@@:15]([C:18]3[CH:23]=[CH:22][C:21]([Cl:24])=[CH:20][CH:19]=3)([CH3:17])[N:16]=2)=[C:4]([O:36][CH2:37][CH3:38])[CH:3]=1.[NH:39]1[CH2:44][CH2:43][CH:42]([CH2:45][C:46]([NH2:48])=[O:47])[CH2:41][CH2:40]1, predict the reaction product. The product is: [Cl:1][C:2]1[C:7]([S:8]([CH3:11])(=[O:10])=[O:9])=[CH:6][C:5]([C:12]2[N:13]([C:33]([N:39]3[CH2:44][CH2:43][CH:42]([CH2:45][C:46]([NH2:48])=[O:47])[CH2:41][CH2:40]3)=[O:34])[C@@:14]([C:26]3[CH:31]=[CH:30][C:29]([Cl:32])=[CH:28][CH:27]=3)([CH3:25])[C@@:15]([C:18]3[CH:19]=[CH:20][C:21]([Cl:24])=[CH:22][CH:23]=3)([CH3:17])[N:16]=2)=[C:4]([O:36][CH2:37][CH3:38])[CH:3]=1. (9) Given the reactants [F:1][C:2]1[C:10]2[O:9][C:8]([CH2:11]O)=[CH:7][C:6]=2[CH:5]=[CH:4][CH:3]=1.[Br:13]C(Br)(Br)Br.C1(P(C2C=CC=CC=2)C2C=CC=CC=2)C=CC=CC=1, predict the reaction product. The product is: [Br:13][CH2:11][C:8]1[O:9][C:10]2[C:2]([F:1])=[CH:3][CH:4]=[CH:5][C:6]=2[CH:7]=1.